From a dataset of TCR-epitope binding with 47,182 pairs between 192 epitopes and 23,139 TCRs. Binary Classification. Given a T-cell receptor sequence (or CDR3 region) and an epitope sequence, predict whether binding occurs between them. (1) The epitope is NYSGVVTTVMF. The TCR CDR3 sequence is CSVGSAGTSFTDTQYF. Result: 1 (the TCR binds to the epitope). (2) The epitope is FLKEKGGL. The TCR CDR3 sequence is CSVMRTDFDQYF. Result: 0 (the TCR does not bind to the epitope).